Dataset: Forward reaction prediction with 1.9M reactions from USPTO patents (1976-2016). Task: Predict the product of the given reaction. (1) Given the reactants [C:1]([O:5][C:6]([N:8]1[CH2:13][CH2:12][C:11]([NH:17][C:18]([O:20][C:21]([CH3:24])([CH3:23])[CH3:22])=[O:19])([C:14](O)=[O:15])[CH2:10][CH2:9]1)=[O:7])([CH3:4])([CH3:3])[CH3:2].F[P-](F)(F)(F)(F)F.N1(OC(N(C)C)=[N+](C)C)C2N=CC=CC=2N=N1.[Cl:49][C:50]1[CH:51]=[C:52]([CH3:58])[C:53]([NH2:57])=[C:54]([NH2:56])[CH:55]=1.C(N(C(C)C)C(C)C)C, predict the reaction product. The product is: [NH2:57][C:53]1[C:52]([CH3:58])=[CH:51][C:50]([Cl:49])=[CH:55][C:54]=1[NH:56][C:14]([C:11]1([NH:17][C:18]([O:20][C:21]([CH3:24])([CH3:22])[CH3:23])=[O:19])[CH2:10][CH2:9][N:8]([C:6]([O:5][C:1]([CH3:2])([CH3:4])[CH3:3])=[O:7])[CH2:13][CH2:12]1)=[O:15]. (2) Given the reactants [CH3:1][CH2:2][CH2:3][CH2:4][CH2:5][CH2:6][CH2:7][CH2:8][C:9]1[CH:10]=[CH:11][C:12]([CH2:15][CH2:16][C:17]([NH2:22])([CH2:20][OH:21])[CH2:18][OH:19])=[CH:13][CH:14]=1.[ClH:23].[C:24]([OH:30])(=[O:29])[CH2:25][C:26]([OH:28])=[O:27], predict the reaction product. The product is: [CH3:1][CH2:2][CH2:3][CH2:4][CH2:5][CH2:6][CH2:7][CH2:8][C:9]1[CH:14]=[CH:13][C:12]([CH2:15][CH2:16][C:17]([NH2:22])([CH2:18][OH:19])[CH2:20][OH:21])=[CH:11][CH:10]=1.[ClH:23].[C:24]([O-:30])(=[O:29])[CH2:25][C:26]([O-:28])=[O:27]. (3) The product is: [Cl:35][C:29]1[CH:28]=[C:27]([C:24]2[CH:25]=[CH:26][N:22]([CH2:21][C@@H:20]([NH:19][C:16]([C:14]3[N:15]=[C:11]([CH:8]4[CH2:7][CH2:6][N:5]([S:2]([CH3:1])(=[O:3])=[O:4])[CH2:10][CH2:9]4)[O:12][CH:13]=3)=[O:18])[CH3:36])[N:23]=2)[CH:34]=[CH:33][C:30]=1[C:31]#[N:32]. Given the reactants [CH3:1][S:2]([N:5]1[CH2:10][CH2:9][CH:8]([C:11]2[O:12][CH:13]=[C:14]([C:16]([OH:18])=O)[N:15]=2)[CH2:7][CH2:6]1)(=[O:4])=[O:3].[NH2:19][C@@H:20]([CH3:36])[CH2:21][N:22]1[CH:26]=[CH:25][C:24]([C:27]2[CH:34]=[CH:33][C:30]([C:31]#[N:32])=[C:29]([Cl:35])[CH:28]=2)=[N:23]1, predict the reaction product. (4) Given the reactants [Cl:1][C:2]1[CH:7]=[CH:6][C:5]([CH:8]([OH:29])[CH2:9][CH2:10][N:11]2[CH2:16][CH2:15][CH:14]([C:17]3[CH:18]=[C:19]([NH:23][C:24](=[O:28])[CH:25]([CH3:27])[CH3:26])[CH:20]=[CH:21][CH:22]=3)[CH2:13][CH2:12]2)=[CH:4][CH:3]=1.[C:30]([C:33]1[CH:38]=[CH:37][CH:36]=[CH:35][C:34]=1O)(=[O:32])[CH3:31], predict the reaction product. The product is: [C:30]([C:33]1[CH:38]=[CH:37][CH:36]=[CH:35][C:34]=1[O:29][CH:8]([C:5]1[CH:4]=[CH:3][C:2]([Cl:1])=[CH:7][CH:6]=1)[CH2:9][CH2:10][N:11]1[CH2:16][CH2:15][CH:14]([C:17]2[CH:18]=[C:19]([NH:23][C:24](=[O:28])[CH:25]([CH3:26])[CH3:27])[CH:20]=[CH:21][CH:22]=2)[CH2:13][CH2:12]1)(=[O:32])[CH3:31]. (5) The product is: [N:46]1([CH2:45][CH2:44][O:43][C:41](=[O:42])[NH:40][C:3]2[C:2]([F:1])=[CH:12][C:11]([C:13]3[CH:14]=[C:15]4[C:21]([C:22]5[CH:27]=[CH:26][CH:25]=[CH:24][C:23]=5[O:28][CH3:29])=[CH:20][N:19]([S:30]([C:33]5[CH:38]=[CH:37][C:36]([CH3:39])=[CH:35][CH:34]=5)(=[O:32])=[O:31])[C:16]4=[N:17][CH:18]=3)=[CH:10][C:4]=2[C:5](=[O:6])[N:7]([CH3:9])[CH3:8])[CH2:51][CH2:50][O:49][CH2:48][CH2:47]1. Given the reactants [F:1][C:2]1[C:3]([N:40]=[C:41]=[O:42])=[C:4]([CH:10]=[C:11]([C:13]2[CH:14]=[C:15]3[C:21]([C:22]4[CH:27]=[CH:26][CH:25]=[CH:24][C:23]=4[O:28][CH3:29])=[CH:20][N:19]([S:30]([C:33]4[CH:38]=[CH:37][C:36]([CH3:39])=[CH:35][CH:34]=4)(=[O:32])=[O:31])[C:16]3=[N:17][CH:18]=2)[CH:12]=1)[C:5]([N:7]([CH3:9])[CH3:8])=[O:6].[OH:43][CH2:44][CH2:45][N:46]1[CH2:51][CH2:50][O:49][CH2:48][CH2:47]1.C(N(CC)C(C)C)(C)C, predict the reaction product.